This data is from Catalyst prediction with 721,799 reactions and 888 catalyst types from USPTO. The task is: Predict which catalyst facilitates the given reaction. (1) Reactant: Cl.[CH:2]1[C:12]2[CH:11]=[CH:10][C:9]3[CH:13]=[CH:14][CH:15]=[CH:16][C:8]=3[C:7](=[C:17]3[CH2:22][CH2:21][N:20]([C:23](=[O:26])[CH2:24][NH2:25])[CH2:19][CH2:18]3)[C:6]=2[CH:5]=[CH:4][CH:3]=1.C(N(CC)CC)C.Cl[C:35]([O:37][CH:38]([CH3:40])[CH3:39])=[O:36]. Product: [CH:13]1[C:9]2[CH:10]=[CH:11][C:12]3[CH:2]=[CH:3][CH:4]=[CH:5][C:6]=3[C:7](=[C:17]3[CH2:18][CH2:19][N:20]([C:23](=[O:26])[CH2:24][NH:25][C:35](=[O:36])[O:37][CH:38]([CH3:40])[CH3:39])[CH2:21][CH2:22]3)[C:8]=2[CH:16]=[CH:15][CH:14]=1. The catalyst class is: 4. (2) Reactant: C(OCCCCOC(OC1C=CC(C(O)=O)=CC=1)=O)(=[O:4])C=C.[CH:23]1([N:29]=[C:30]=[N:31][CH:32]2[CH2:37][CH2:36][CH2:35][CH2:34][CH2:33]2)[CH2:28][CH2:27][CH2:26][CH2:25][CH2:24]1. Product: [CH:32]1([NH:31][C:30]([NH:29][CH:23]2[CH2:24][CH2:25][CH2:26][CH2:27][CH2:28]2)=[O:4])[CH2:37][CH2:36][CH2:35][CH2:34][CH2:33]1. The catalyst class is: 166. (3) Reactant: [CH:1]1([C:7]2[N:11]([CH2:12][C:13]3[CH:21]=[CH:20][C:16]([C:17]([OH:19])=O)=[CH:15][CH:14]=3)[N:10]=[C:9]([C:22]3[CH:27]=[CH:26][C:25]([O:28][C:29]([F:32])([F:31])[F:30])=[CH:24][CH:23]=3)[CH:8]=2)[CH2:6][CH2:5][CH2:4][CH2:3][CH2:2]1.C1C=CC2N(O)N=NC=2C=1.Cl.[NH2:44][CH2:45][C@@H:46]([OH:51])[C:47]([O:49][CH3:50])=[O:48].CCN(C(C)C)C(C)C. The catalyst class is: 607. Product: [CH:1]1([C:7]2[N:11]([CH2:12][C:13]3[CH:21]=[CH:20][C:16]([C:17]([NH:44][CH2:45][C@@H:46]([OH:51])[C:47]([O:49][CH3:50])=[O:48])=[O:19])=[CH:15][CH:14]=3)[N:10]=[C:9]([C:22]3[CH:23]=[CH:24][C:25]([O:28][C:29]([F:30])([F:31])[F:32])=[CH:26][CH:27]=3)[CH:8]=2)[CH2:6][CH2:5][CH2:4][CH2:3][CH2:2]1. (4) Reactant: [NH2:1][C@H:2]1[CH2:6][CH2:5][CH2:4][C@@H:3]1[NH:7][C:8](=[O:14])[O:9][C:10]([CH3:13])([CH3:12])[CH3:11].F[C:16]1[C:21]([F:22])=[CH:20][C:19]([C:23]([F:26])([F:25])[F:24])=[CH:18][N:17]=1.CCN(C(C)C)C(C)C. Product: [F:22][C:21]1[C:16]([NH:1][C@H:2]2[CH2:6][CH2:5][CH2:4][C@@H:3]2[NH:7][C:8](=[O:14])[O:9][C:10]([CH3:11])([CH3:13])[CH3:12])=[N:17][CH:18]=[C:19]([C:23]([F:25])([F:24])[F:26])[CH:20]=1. The catalyst class is: 16. (5) Reactant: [C:1]([NH:4][NH:5][C:6](=O)[CH2:7][O:8][C@H:9]1[CH2:14][CH2:13][C@H:12]([N:15]2[C:20](=[O:21])[C:19]([CH2:22][C:23]3[CH:28]=[CH:27][C:26]([C:29]4[CH:34]=[CH:33][CH:32]=[CH:31][C:30]=4[C:35]#[N:36])=[CH:25][CH:24]=3)=[C:18]([CH2:37][CH2:38][CH3:39])[N:17]3[N:40]=[CH:41][N:42]=[C:16]23)[CH2:11][CH2:10]1)(=[O:3])[CH3:2].CC1C=CC(S(Cl)(=O)=O)=CC=1.N1C=CC=CC=1.Cl. Product: [CH3:2][C:1]1[O:3][C:6]([CH2:7][O:8][C@H:9]2[CH2:14][CH2:13][C@H:12]([N:15]3[C:20](=[O:21])[C:19]([CH2:22][C:23]4[CH:28]=[CH:27][C:26]([C:29]5[C:30]([C:35]#[N:36])=[CH:31][CH:32]=[CH:33][CH:34]=5)=[CH:25][CH:24]=4)=[C:18]([CH2:37][CH2:38][CH3:39])[N:17]4[N:40]=[CH:41][N:42]=[C:16]34)[CH2:11][CH2:10]2)=[N:5][N:4]=1. The catalyst class is: 13. (6) Reactant: [CH3:1][C:2]1[C:9]([N+:10]([O-:12])=[O:11])=[CH:8][CH:7]=[CH:6][C:3]=1[CH2:4]Cl.[CH3:13][N:14]1[CH2:19][CH2:18][NH:17][CH2:16][CH2:15]1.C(=O)(O)[O-].[Na+]. Product: [CH3:1][C:2]1[C:9]([N+:10]([O-:12])=[O:11])=[CH:8][CH:7]=[CH:6][C:3]=1[CH2:4][N:17]1[CH2:18][CH2:19][N:14]([CH3:13])[CH2:15][CH2:16]1. The catalyst class is: 1.